Task: Predict the product of the given reaction.. Dataset: Forward reaction prediction with 1.9M reactions from USPTO patents (1976-2016) (1) Given the reactants [CH3:1][NH:2][C@@H:3]1[CH2:8][CH2:7][CH2:6][N:5]([C:9]([O:11]C(C)(C)C)=O)[CH2:4]1.Cl[C:17]1[C:18]2[C:25]([CH2:26][CH2:27][O:28][CH3:29])=[CH:24][N:23](S(C3C=CC(C)=CC=3)(=O)=O)[C:19]=2[N:20]=[CH:21][N:22]=1.[C:40](O)(=O)/[CH:41]=C/C.C(O)(=O)C=C.CCN=C=NCCCN(C)C.Cl.CCN(C(C)C)C(C)C.C(Cl)Cl, predict the reaction product. The product is: [CH3:29][O:28][CH2:27][CH2:26][C:25]1[C:18]2[C:17]([N:2]([CH3:1])[C@@H:3]3[CH2:8][CH2:7][CH2:6][N:5]([C:9](=[O:11])[CH:40]=[CH2:41])[CH2:4]3)=[N:22][CH:21]=[N:20][C:19]=2[NH:23][CH:24]=1. (2) Given the reactants [NH2:1][C:2]1[CH:7]=[CH:6][C:5](/[C:8](=[CH:11]/[N:12]([CH3:14])[CH3:13])/[C:9]#[N:10])=[CH:4][CH:3]=1.C1([O:21][C:22](=O)[NH:23][C:24]2[N:25]([C:33]3[CH:38]=[CH:37][C:36]([F:39])=[CH:35][CH:34]=3)[N:26]=[C:27]([C:29]([CH3:32])([CH3:31])[CH3:30])[CH:28]=2)C=CC=CC=1, predict the reaction product. The product is: [C:29]([C:27]1[CH:28]=[C:24]([NH:23][C:22]([NH:1][C:2]2[CH:3]=[CH:4][C:5](/[C:8](/[C:9]#[N:10])=[CH:11]/[N:12]([CH3:13])[CH3:14])=[CH:6][CH:7]=2)=[O:21])[N:25]([C:33]2[CH:38]=[CH:37][C:36]([F:39])=[CH:35][CH:34]=2)[N:26]=1)([CH3:32])([CH3:30])[CH3:31]. (3) Given the reactants [CH2:1]([Li])[CH2:2][CH2:3]C.[CH3:6]CCCCC.CN(C)CCN(C)C.[C:20]([C:23]1[O:24][CH:25]=[CH:26][CH:27]=1)(=O)[CH3:21].C([C:30]12[C:40](C(C)C)=[CH:39][CH:38]=[CH:37][CH:36]1[NH:35][C:34](=O)[O:33][C:31]2=O)C, predict the reaction product. The product is: [CH2:34]([N:35]1[C:36]2[C:30](=[CH:40][C:39]([CH:2]([CH3:3])[CH3:1])=[CH:38][CH:37]=2)[C:31](=[O:33])[CH:21]=[C:20]1[C:23]1[O:24][CH:25]=[CH:26][CH:27]=1)[CH3:6]. (4) Given the reactants [C:1]([C:5]1[O:9][C:8]([CH3:10])=[C:7]([CH:11]([CH:22]2[CH2:27][CH2:26][CH2:25][CH2:24][CH2:23]2)[O:12][C:13]2[CH:21]=[CH:20][C:16]([C:17](O)=[O:18])=[CH:15][CH:14]=2)[CH:6]=1)([CH3:4])([CH3:3])[CH3:2].[CH3:28][NH:29][CH2:30][CH2:31][C:32]([O:34]CC)=[O:33], predict the reaction product. The product is: [C:1]([C:5]1[O:9][C:8]([CH3:10])=[C:7]([CH:11]([CH:22]2[CH2:23][CH2:24][CH2:25][CH2:26][CH2:27]2)[O:12][C:13]2[CH:14]=[CH:15][C:16]([C:17]([N:29]([CH3:28])[CH2:30][CH2:31][C:32]([OH:34])=[O:33])=[O:18])=[CH:20][CH:21]=2)[CH:6]=1)([CH3:4])([CH3:2])[CH3:3].